Dataset: Reaction yield outcomes from USPTO patents with 853,638 reactions. Task: Predict the reaction yield, written as a fraction of the theoretical maximum amount of product (1.0 means a 100% yield; for example, 0.34 means a 34% yield). (1) The reactants are [H-].[Na+].[CH3:3][O:4][C:5]1[CH:6]=[C:7]2[C:11](=[CH:12][CH:13]=1)[NH:10][C:9](=[O:14])[CH2:8]2.[CH3:15]OS(OC)(=O)=O. The catalyst is C1(C)C=CC=CC=1. The product is [CH3:3][O:4][C:5]1[CH:6]=[C:7]2[C:11](=[CH:12][CH:13]=1)[N:10]([CH3:15])[C:9](=[O:14])[CH2:8]2. The yield is 0.530. (2) The reactants are [CH2:1]([C:3]1[N:8]=[C:7]([C:9]([NH:11][NH:12][C:13]([NH:15][C:16]2[CH:17]=[C:18]3[C:22](=[CH:23][CH:24]=2)[N:21]([CH3:25])[CH:20]=[CH:19]3)=[S:14])=O)[C:6]([O:26][CH3:27])=[CH:5][C:4]=1[O:28][CH3:29])[CH3:2].[OH-].[Na+].Cl. No catalyst specified. The product is [CH2:1]([C:3]1[N:8]=[C:7]([C:9]2[N:15]([C:16]3[CH:17]=[C:18]4[C:22](=[CH:23][CH:24]=3)[N:21]([CH3:25])[CH:20]=[CH:19]4)[C:13]([SH:14])=[N:12][N:11]=2)[C:6]([O:26][CH3:27])=[CH:5][C:4]=1[O:28][CH3:29])[CH3:2]. The yield is 1.00. (3) The reactants are [CH3:1][O:2][C:3]1[C:11]2[O:10][CH2:9][C:8](=O)[C:7]=2[CH:6]=[CH:5][CH:4]=1.[C:13]([CH2:15]C(O)=O)#[N:14].C([O-])(=O)C.[NH4+]. The catalyst is C1(C)C(C)=CC=CC=1. The product is [CH3:1][O:2][C:3]1[C:11]2[O:10][CH:9]=[C:8]([CH2:15][C:13]#[N:14])[C:7]=2[CH:6]=[CH:5][CH:4]=1. The yield is 0.300. (4) The reactants are Br[CH:2]1[CH2:7][CH2:6][CH2:5][CH:4]([C:8]([N:10]2[CH2:15][CH2:14][CH2:13][CH2:12][CH2:11]2)=[O:9])[C:3]1=O.[CH2:17]([O:24][CH2:25][CH2:26][NH:27][C:28]1[CH:33]=[CH:32][CH:31]=[CH:30][CH:29]=1)[C:18]1[CH:23]=[CH:22][CH:21]=[CH:20][CH:19]=1. The catalyst is CC(O)C.[Cl-].[Zn+2].[Cl-]. The product is [CH2:17]([O:24][CH2:25][CH2:26][N:27]1[C:2]2[CH2:7][CH2:6][CH2:5][CH:4]([C:8]([N:10]3[CH2:15][CH2:14][CH2:13][CH2:12][CH2:11]3)=[O:9])[C:3]=2[C:33]2[C:28]1=[CH:29][CH:30]=[CH:31][CH:32]=2)[C:18]1[CH:19]=[CH:20][CH:21]=[CH:22][CH:23]=1. The yield is 0.270. (5) The catalyst is [Pt].C(C(C)=O)C. The reactants are [CH2:1]([C:3]1[C:8]([NH2:9])=[C:7]([CH3:10])[C:6]([NH2:11])=[C:5]([CH2:12][CH3:13])[CH:4]=1)[CH3:2]. The yield is 0.965. The product is [CH:1]([NH:11][C:6]1[C:5]([CH2:12][CH3:13])=[CH:4][C:3]([CH2:1][CH3:2])=[C:8]([NH:9][CH:5]([CH2:6][CH3:7])[CH3:12])[C:7]=1[CH3:10])([CH2:3][CH3:4])[CH3:2]. (6) The catalyst is C(O)(=O)C.C(Cl)Cl.C(O)C. The yield is 0.750. The product is [ClH:1].[CH2:2]([N:5]([CH2:28][CH2:29][C:30]([OH:32])=[O:31])[C:6]([C:8]1[CH:9]=[CH:10][C:11]2[S:15][C:14]([CH2:16][NH:17][C:18]3[CH:23]=[CH:22][C:21]([C:24](=[NH:25])[NH2:26])=[CH:20][CH:19]=3)=[N:13][C:12]=2[CH:27]=1)=[O:7])[CH2:3][CH3:4]. The reactants are [ClH:1].[CH2:2]([N:5]([CH2:28][CH2:29][C:30]([O:32]CC)=[O:31])[C:6]([C:8]1[CH:9]=[CH:10][C:11]2[S:15][C:14]([CH2:16][NH:17][C:18]3[CH:23]=[CH:22][C:21]([C:24](=[NH:26])[NH2:25])=[CH:20][CH:19]=3)=[N:13][C:12]=2[CH:27]=1)=[O:7])[CH2:3][CH3:4].[OH-].[Na+]. (7) The reactants are [O:1]=[S:2]1(=[O:8])[CH2:7][CH2:6][CH2:5][CH2:4][NH:3]1.[H-].[Na+].F[C:12]1[CH:19]=[CH:18][CH:17]=[CH:16][C:13]=1[C:14]#[N:15]. The catalyst is CN(C)C=O.O. The product is [O:1]=[S:2]1(=[O:8])[CH2:7][CH2:6][CH2:5][CH2:4][N:3]1[C:12]1[CH:19]=[CH:18][CH:17]=[CH:16][C:13]=1[C:14]#[N:15]. The yield is 0.700.